From a dataset of Reaction yield outcomes from USPTO patents with 853,638 reactions. Predict the reaction yield, written as a fraction of the theoretical maximum amount of product (1.0 means a 100% yield; for example, 0.34 means a 34% yield). (1) The reactants are [NH2:1][CH2:2][C@@H:3]1[O:7][C:6](=[O:8])[N:5]([C:9]2[CH:17]=[CH:16][C:12]([C:13]([NH2:15])=[O:14])=[C:11]([F:18])[CH:10]=2)[CH2:4]1.C(N(CC)CC)C.[C:26](O[C:26]([O:28][C:29]([CH3:32])([CH3:31])[CH3:30])=[O:27])([O:28][C:29]([CH3:32])([CH3:31])[CH3:30])=[O:27]. The catalyst is O1CCCC1.CO. The product is [C:13]([C:12]1[CH:16]=[CH:17][C:9]([N:5]2[CH2:4][C@H:3]([CH2:2][NH:1][C:26](=[O:27])[O:28][C:29]([CH3:32])([CH3:31])[CH3:30])[O:7][C:6]2=[O:8])=[CH:10][C:11]=1[F:18])(=[O:14])[NH2:15]. The yield is 0.900. (2) The reactants are [NH2:1][C:2]1[CH:12]=[C:11]([F:13])[C:5]2[N:6]([CH3:10])[C:7](=[O:9])[O:8][C:4]=2[CH:3]=1.[CH3:14][O:15][C:16]([C@@H:18]1[O:20][CH2:19]1)=[O:17].FC(F)(F)S([O-])(=O)=O.[Li+]. The catalyst is C(#N)C. The product is [F:13][C:11]1[C:5]2[N:6]([CH3:10])[C:7](=[O:9])[O:8][C:4]=2[CH:3]=[C:2]([NH:1][CH2:19][C@@H:18]([OH:20])[C:16]([O:15][CH3:14])=[O:17])[CH:12]=1. The yield is 0.600. (3) The reactants are [N-:1]=[N+:2]=[N-:3].[Na+].Br[C@@H:6]1[CH2:25][N:9]2[C:10](=[O:24])[N:11]([C:13]3[CH:18]=[CH:17][C:16]([O:19][C:20]([F:23])([F:22])[F:21])=[CH:15][CH:14]=3)[CH2:12][C@@H:8]2[CH2:7]1.O. The catalyst is CN(C=O)C. The product is [N:1]([C@H:6]1[CH2:25][N:9]2[C:10](=[O:24])[N:11]([C:13]3[CH:18]=[CH:17][C:16]([O:19][C:20]([F:23])([F:22])[F:21])=[CH:15][CH:14]=3)[CH2:12][C@@H:8]2[CH2:7]1)=[N+:2]=[N-:3]. The yield is 0.830. (4) The reactants are C(=O)([O-])[O-].[K+].[K+].[C:7]([OH:10])(=[S:9])[CH3:8].CS(O[CH:16]1[CH2:20][CH2:19][N:18]([C:21]([O:23][C:24]([CH3:27])([CH3:26])[CH3:25])=[O:22])[CH2:17]1)(=O)=O. The catalyst is CO.CN(C=O)C.O. The product is [C:7]([S:9][CH:20]1[CH2:16][CH2:17][N:18]([C:21]([O:23][C:24]([CH3:27])([CH3:26])[CH3:25])=[O:22])[CH2:19]1)(=[O:10])[CH3:8]. The yield is 0.242. (5) The reactants are C([O-])([O-])=O.[K+].[K+].[CH3:7][C:8]([CH3:10])=O.[OH:11][C:12]1[CH:13]=[C:14]([CH:17]=[C:18]([OH:20])[CH:19]=1)[CH2:15][OH:16].[CH2:21](Cl)[C:22]#[CH:23]. The catalyst is ClCCl. The product is [CH2:7]([O:11][C:12]1[CH:13]=[C:14]([CH:17]=[C:18]([O:20][CH2:23][C:22]#[CH:21])[CH:19]=1)[CH2:15][OH:16])[C:8]#[CH:10]. The yield is 0.970. (6) The reactants are [F:1][C:2]1[CH:3]=[C:4]([OH:12])[CH:5]=[C:6]([F:11])[C:7]=1[N+:8]([O-:10])=[O:9].[OH-].[K+].Cl[C:16]([F:26])([F:25])C(C1C=CC=CC=1)=O. The catalyst is C(#N)C.O. The product is [F:25][CH:16]([F:26])[O:12][C:4]1[CH:5]=[C:6]([F:11])[C:7]([N+:8]([O-:10])=[O:9])=[C:2]([F:1])[CH:3]=1. The yield is 0.436. (7) The reactants are B(F)(F)F.CCOCC.[CH2:10]([SH:14])[CH2:11][CH2:12][SH:13].[CH3:15][C:16]1[CH:17]=[C:18]([CH:21]=[CH:22][CH:23]=1)[CH:19]=O.CCOC(C)=O.CCCCCC. The catalyst is C(Cl)Cl. The product is [C:16]1([CH3:15])[CH:23]=[CH:22][CH:21]=[C:18]([CH:19]2[S:14][CH2:10][CH2:11][CH2:12][S:13]2)[CH:17]=1. The yield is 0.850.